This data is from Full USPTO retrosynthesis dataset with 1.9M reactions from patents (1976-2016). The task is: Predict the reactants needed to synthesize the given product. (1) Given the product [C:2]1([CH2:1][O:8][C:9]2[CH:10]=[C:11]3[C:15](=[CH:16][CH:17]=2)[N:14]([C:23]([O:22][C:18]([CH3:21])([CH3:20])[CH3:19])=[O:24])[CH:13]=[CH:12]3)[CH:3]=[CH:4][CH:5]=[CH:6][CH:7]=1, predict the reactants needed to synthesize it. The reactants are: [CH2:1]([O:8][C:9]1[CH:10]=[C:11]2[C:15](=[CH:16][CH:17]=1)[NH:14][CH:13]=[CH:12]2)[C:2]1[CH:7]=[CH:6][CH:5]=[CH:4][CH:3]=1.[C:18]([O:22][C:23](O[C:23]([O:22][C:18]([CH3:21])([CH3:20])[CH3:19])=[O:24])=[O:24])([CH3:21])([CH3:20])[CH3:19]. (2) Given the product [C:22]([CH2:21][C@@H:20]([NH:19][C:15]([C:7]1[CH:6]=[CH:5][C:4]([CH:1]2[CH2:2][CH2:3]2)=[C:9]([O:10][CH2:11][CH:12]2[CH2:13][CH2:14]2)[N:8]=1)=[O:17])[C:25]1[CH:30]=[CH:29][CH:28]=[C:27]([Cl:31])[CH:26]=1)(=[O:23])[NH2:24], predict the reactants needed to synthesize it. The reactants are: [CH:1]1([C:4]2[CH:5]=[CH:6][C:7]([C:15]([OH:17])=O)=[N:8][C:9]=2[O:10][CH2:11][CH:12]2[CH2:14][CH2:13]2)[CH2:3][CH2:2]1.Cl.[NH2:19][C@@H:20]([C:25]1[CH:30]=[CH:29][CH:28]=[C:27]([Cl:31])[CH:26]=1)[CH2:21][C:22]([NH2:24])=[O:23]. (3) Given the product [CH:1]1[C:10]2[C:5](=[CH:6][C:7]([C:11]3[CH:15]=[C:14]([CH2:16][CH2:17][C@@H:18]([NH:26][C:27](=[O:33])[O:28][C:29]([CH3:31])([CH3:30])[CH3:32])[CH2:19][C:20]4[CH:21]=[CH:22][CH:23]=[CH:24][CH:25]=4)[O:13][N:12]=3)=[CH:8][CH:9]=2)[CH:4]=[CH:3][N:2]=1, predict the reactants needed to synthesize it. The reactants are: [CH:1]1[C:10]2[C:5](=[CH:6][C:7]([C:11]3[CH:15]=[C:14]([C:16]#[C:17][C@@H:18]([NH:26][C:27](=[O:33])[O:28][C:29]([CH3:32])([CH3:31])[CH3:30])[CH2:19][C:20]4[CH:25]=[CH:24][CH:23]=[CH:22][CH:21]=4)[O:13][N:12]=3)=[CH:8][CH:9]=2)[CH:4]=[CH:3][N:2]=1. (4) Given the product [NH2:1][C:2]1[N:7]2[N:8]=[CH:9][C:10]([C@@H:11]3[O:15][C@H:14]([CH:16]=[O:17])[C@@H:13]([O:18][Si:19]([C:22]([CH3:25])([CH3:24])[CH3:23])([CH3:20])[CH3:21])[CH2:12]3)=[C:6]2[N:5]=[CH:4][N:3]=1, predict the reactants needed to synthesize it. The reactants are: [NH2:1][C:2]1[N:7]2[N:8]=[CH:9][C:10]([C@@H:11]3[O:15][C@H:14]([CH2:16][OH:17])[C@@H:13]([O:18][Si:19]([C:22]([CH3:25])([CH3:24])[CH3:23])([CH3:21])[CH3:20])[CH2:12]3)=[C:6]2[N:5]=[CH:4][N:3]=1. (5) Given the product [Cl:1][C:2]1[CH:7]=[CH:6][C:5]([NH:8][C:9]([CH:11]2[N:15]([C:16]3[C:21]([Cl:22])=[CH:20][CH:19]=[CH:18][N:17]=3)[N:14]=[C:13]([Br:44])[CH2:12]2)=[O:10])=[C:4]([C:36](=[O:43])[NH:37][CH:38]([CH:40]2[CH2:42][CH2:41]2)[CH3:39])[CH:3]=1, predict the reactants needed to synthesize it. The reactants are: [Cl:1][C:2]1[CH:7]=[CH:6][C:5]([NH:8][C:9]([CH:11]2[N:15]([C:16]3[C:21]([Cl:22])=[CH:20][CH:19]=[CH:18][N:17]=3)[N:14]=[C:13](C3C=C([N+]([O-])=O)C=CC=3S([O-])(=O)=O)[CH2:12]2)=[O:10])=[C:4]([C:36](=[O:43])[NH:37][CH:38]([CH:40]2[CH2:42][CH2:41]2)[CH3:39])[CH:3]=1.[BrH:44].C(OCC)(=O)C.[OH-].[Na+]. (6) Given the product [Br:1][C:2]1[CH:3]=[CH:4][C:5]([C@@:8]2([C:14]([F:20])([F:19])[F:13])[CH2:9][CH2:10][CH2:11][NH:12]2)=[CH:6][CH:7]=1, predict the reactants needed to synthesize it. The reactants are: [Br:1][C:2]1[CH:7]=[CH:6][C:5]([C:8]2[CH2:9][CH2:10][CH2:11][N:12]=2)=[CH:4][CH:3]=1.[F:13][C:14]([F:20])([F:19])S(O)(=O)=O.F.[K].C[Si](C)(C)C(F)(F)F.C([O-])(O)=O.[Na+]. (7) The reactants are: [CH2:1]([C:3]1O[C:5](=[O:13])[C:6]2[CH:12]=[CH:11][CH:10]=[N:9][C:7]=2[N:8]=1)[CH3:2].[F:14][C:15]1[CH:21]=[CH:20][C:18]([NH2:19])=[CH:17][CH:16]=1. Given the product [CH2:1]([C:3]1[N:19]([C:18]2[CH:20]=[CH:21][C:15]([F:14])=[CH:16][CH:17]=2)[C:5](=[O:13])[C:6]2[CH:12]=[CH:11][CH:10]=[N:9][C:7]=2[N:8]=1)[CH3:2], predict the reactants needed to synthesize it.